From a dataset of Full USPTO retrosynthesis dataset with 1.9M reactions from patents (1976-2016). Predict the reactants needed to synthesize the given product. Given the product [CH:33]1[C:28]2[CH2:27][C@H:26]3[N:16]([CH2:15][CH:13]4[CH2:14][CH2:11][CH2:12]4)[CH2:17][CH2:18][C@:19]45[C@H:20]([C@@H:21]([OH:22])[CH2:23][CH2:24][C@@:25]34[OH:36])[O:35][C:30]([C:29]=25)=[C:31]([OH:34])[CH:32]=1, predict the reactants needed to synthesize it. The reactants are: C(N(CC)CC)C.C(O)=O.[CH2:11]1[CH2:14][CH:13]([CH2:15][N:16]2[C@@H:26]3[CH2:27][C:28]4[CH:33]=[CH:32][C:31]([OH:34])=[C:30]5[O:35][C@H:20]6[C:21]([CH2:23][CH2:24][C@:25]3([OH:36])[C@:19]6([C:29]=45)[CH2:18][CH2:17]2)=[O:22])[CH2:12]1.